Dataset: Reaction yield outcomes from USPTO patents with 853,638 reactions. Task: Predict the reaction yield, written as a fraction of the theoretical maximum amount of product (1.0 means a 100% yield; for example, 0.34 means a 34% yield). (1) The reactants are [CH3:1][O:2][C:3]([C:5]1[CH:10]=[CH:9][CH:8]=[C:7](Br)[N:6]=1)=[O:4].C([O-])([O-])=O.[K+].[K+].[CH:18]1([SH:24])[CH2:23][CH2:22][CH2:21][CH2:20][CH2:19]1. The catalyst is CN(C=O)C. The product is [CH3:1][O:2][C:3]([C:5]1[CH:10]=[CH:9][CH:8]=[C:7]([S:24][CH:18]2[CH2:23][CH2:22][CH2:21][CH2:20][CH2:19]2)[N:6]=1)=[O:4]. The yield is 0.460. (2) The reactants are C(OC([N:8]1[CH2:13][CH2:12][CH2:11][CH2:10][CH:9]1[CH2:14][C:15](O)=O)=O)(C)(C)C.[F:18][C:19]1[C:24]([F:25])=[CH:23][CH:22]=[C:21]([NH2:26])[C:20]=1[NH2:27].C(=O)([O-])[O-].[K+].[K+]. No catalyst specified. The product is [F:18][C:19]1[C:20]2[N:27]=[C:15]([CH2:14][CH:9]3[CH2:10][CH2:11][CH2:12][CH2:13][NH:8]3)[NH:26][C:21]=2[CH:22]=[CH:23][C:24]=1[F:25]. The yield is 0.620.